From a dataset of Catalyst prediction with 721,799 reactions and 888 catalyst types from USPTO. Predict which catalyst facilitates the given reaction. (1) The catalyst class is: 11. Product: [CH2:6]([CH:5]([O:29][CH2:30][CH3:2])[CH:4]1[O:36][CH2:3]1)[CH2:7][CH2:8][CH2:10][CH2:11][CH3:12]. Reactant: C[C@H:2]1[CH2:30][O:29][C@@:5]2(O[C@H:8]3[CH2:10][C@H:11]4[C@@H]5CC=C6C[C@@H](O)CC[C@]6(C)[C@H]5CC[C@:12]4(C)[C@H:7]3[C@@H:6]2C)[CH2:4][CH2:3]1.[OH-].[K+].C(OCC(CC)CCCC)C1[O:36]C1. (2) Reactant: [CH3:1][O:2][C:3]1[CH:11]=[C:10]2[C:6]([CH2:7][C:8](=[O:12])[NH:9]2)=[CH:5][CH:4]=1.[CH:13]([C:15]1[NH:16][C:17]([CH3:29])=[C:18]([S:25]([CH3:28])(=[O:27])=[O:26])[C:19]=1[CH2:20][CH2:21][C:22]([OH:24])=[O:23])=O.N1CCCCC1. Product: [CH3:28][S:25]([C:18]1[C:19]([CH2:20][CH2:21][C:22]([OH:24])=[O:23])=[C:15](/[CH:13]=[C:7]2\[C:8](=[O:12])[NH:9][C:10]3[C:6]\2=[CH:5][CH:4]=[C:3]([O:2][CH3:1])[CH:11]=3)[NH:16][C:17]=1[CH3:29])(=[O:27])=[O:26]. The catalyst class is: 8. (3) Product: [I:10][C:8]1[CH:7]=[CH:6][C:5]([O:11][CH:12]([CH3:14])[CH3:13])=[C:4]([CH:9]=1)[C:3]([OH:15])=[O:2]. The catalyst class is: 24. Reactant: C[O:2][C:3](=[O:15])[C:4]1[CH:9]=[C:8]([I:10])[CH:7]=[CH:6][C:5]=1[O:11][CH:12]([CH3:14])[CH3:13].[OH-].[K+].Cl. (4) Reactant: Br[C:2]1[N:6]2[C:7]([C:11]([O:13][CH3:14])=[O:12])=[CH:8][CH:9]=[CH:10][C:5]2=[N:4][C:3]=1[C:15]1[CH:20]=[CH:19][C:18]([C:21]#[N:22])=[CH:17][CH:16]=1.C([O-])([O-])=O.[Cs+].[Cs+].F[B-](F)(F)F.C([PH+](C(C)(C)C)C(C)(C)C)(C)(C)C.C([Sn](CCCC)(CCCC)/[CH:52]=[CH:53]\[O:54][CH2:55][CH3:56])CCC.C([O-])(O)=O.[Na+]. Product: [C:21]([C:18]1[CH:19]=[CH:20][C:15]([C:3]2[N:4]=[C:5]3[CH:10]=[CH:9][CH:8]=[C:7]([C:11]([O:13][CH3:14])=[O:12])[N:6]3[C:2]=2/[CH:52]=[CH:53]/[O:54][CH2:55][CH3:56])=[CH:16][CH:17]=1)#[N:22]. The catalyst class is: 85. (5) Reactant: [Cl-].[Cl:2][C:3]1[CH:8]=[CH:7][C:6]([C:9]2([CH:13]3[C:22]4[C:17](=[CH:18][CH:19]=[C:20]([O:23][CH2:24][CH2:25][NH:26][S:27]([CH2:30][CH2:31][CH3:32])(=[O:29])=[O:28])[CH:21]=4)[CH2:16][CH2:15][NH2+:14]3)[CH2:12][CH2:11][CH2:10]2)=[CH:5][CH:4]=1.C(N(CC)CC)C.[H][H]. Product: [Cl-:2].[C:6]1([C:9]2([CH:13]3[C:22]4[C:17](=[CH:18][CH:19]=[C:20]([O:23][CH2:24][CH2:25][NH:26][S:27]([CH2:30][CH2:31][CH3:32])(=[O:29])=[O:28])[CH:21]=4)[CH2:16][CH2:15][NH2+:14]3)[CH2:12][CH2:11][CH2:10]2)[CH:5]=[CH:4][CH:3]=[CH:8][CH:7]=1. The catalyst class is: 19. (6) The catalyst class is: 2. Product: [OH:20][C:16]1([C:14]2[S:15][C:11]([C:9]3[CH:10]=[C:5]([NH:4][C:1](=[O:3])[CH3:2])[CH:6]=[C:7]([NH:21][C:22]4[N:27]=[C:26]([O:28][CH:29]5[CH2:30][CH2:31][NH:32][CH2:33][CH2:34]5)[CH:25]=[CH:24][N:23]=4)[CH:8]=3)=[CH:12][N:13]=2)[CH2:19][CH2:18][CH2:17]1. Reactant: [C:1]([NH:4][C:5]1[CH:6]=[C:7]([NH:21][C:22]2[N:27]=[C:26]([O:28][CH:29]3[CH2:34][CH2:33][N:32](C(OC(C)(C)C)=O)[CH2:31][CH2:30]3)[CH:25]=[CH:24][N:23]=2)[CH:8]=[C:9]([C:11]2[S:15][C:14]([C:16]3([OH:20])[CH2:19][CH2:18][CH2:17]3)=[N:13][CH:12]=2)[CH:10]=1)(=[O:3])[CH3:2].C(O)(C(F)(F)F)=O.C([O-])(O)=O.[Na+]. (7) Reactant: [O:1]1CCO[CH:2]1[C:6]1[CH:10]=[CH:9][O:8][C:7]=1[C:11]([N:13]1[C@@H:25]([C:26]([NH:28][CH3:29])=[O:27])[CH2:24][C:23]2[C:22]3[C:17](=[CH:18][CH:19]=[CH:20][CH:21]=3)[NH:16][C:15]=2[CH2:14]1)=[O:12].CC1C=CC(S(O)(=O)=O)=CC=1. Product: [CH:2]([C:6]1[CH:10]=[CH:9][O:8][C:7]=1[C:11]([N:13]1[C@@H:25]([C:26]([NH:28][CH3:29])=[O:27])[CH2:24][C:23]2[C:22]3[C:17](=[CH:18][CH:19]=[CH:20][CH:21]=3)[NH:16][C:15]=2[CH2:14]1)=[O:12])=[O:1]. The catalyst class is: 21. (8) Reactant: [CH3:1][O:2][C:3]1[CH:20]=[C:19]2[C:6]([C@@:7]3([CH3:24])[C@H:16]([CH2:17][S:18]2)[C@:15]2([CH3:21])[C@H:10]([C:11]([CH3:23])([CH3:22])[CH2:12][CH2:13][CH2:14]2)[CH2:9][CH2:8]3)=[C:5]([C:25]([OH:27])=O)[CH:4]=1.[CH3:28][N:29](C(ON1N=NC2C=CC=NC1=2)=[N+](C)C)C.F[P-](F)(F)(F)(F)F.CCN(C(C)C)C(C)C.CN. Product: [CH3:1][O:2][C:3]1[CH:20]=[C:19]2[C:6]([C@@:7]3([CH3:24])[C@H:16]([CH2:17][S:18]2)[C@:15]2([CH3:21])[C@H:10]([C:11]([CH3:23])([CH3:22])[CH2:12][CH2:13][CH2:14]2)[CH2:9][CH2:8]3)=[C:5]([C:25]([NH:29][CH3:28])=[O:27])[CH:4]=1. The catalyst class is: 118. (9) Reactant: [CH3:1][C@@H:2]1[C@H:8]([NH:9][C:10](=[O:14])[C@@H:11]([OH:13])[CH3:12])[C:7](=[O:15])[N:6]([CH3:16])[C:5]2[CH:17]=[CH:18][CH:19]=[CH:20][C:4]=2[O:3]1.C(N(CC)CC)C.Cl[C:29](OC1C=CC([N+]([O-])=O)=CC=1)=[O:30].[F:41][C:42]([F:49])([C:45]([F:48])([F:47])[F:46])[CH2:43][NH2:44]. Product: [CH3:1][C@@H:2]1[C@H:8]([NH:9][C:10]([C@@H:11]([O:13][C:29](=[O:30])[NH:44][CH2:43][C:42]([F:49])([F:41])[C:45]([F:48])([F:47])[F:46])[CH3:12])=[O:14])[C:7](=[O:15])[N:6]([CH3:16])[C:5]2[CH:17]=[CH:18][CH:19]=[CH:20][C:4]=2[O:3]1. The catalyst class is: 11. (10) Reactant: [CH3:1][O:2][C:3](=[O:35])[CH:4]([N:12]([CH2:27][C:28]1[CH:33]=[CH:32][C:31](I)=[CH:30][CH:29]=1)[S:13]([C:16]1[C:21]([CH3:22])=[CH:20][C:19]([O:23][CH3:24])=[C:18]([CH3:25])[C:17]=1[CH3:26])(=[O:15])=[O:14])[CH2:5][C:6]1[CH:11]=[CH:10][CH:9]=[CH:8][CH:7]=1.[CH2:36]([Sn:40]([CH2:58][CH2:59][CH2:60][CH3:61])([CH2:54][CH2:55][CH2:56][CH3:57])[Sn:40]([CH2:54][CH2:55][CH2:56][CH3:57])([CH2:58][CH2:59][CH2:60][CH3:61])[CH2:36][CH2:37][CH2:38][CH3:39])[CH2:37][CH2:38][CH3:39]. Product: [CH3:1][O:2][C:3](=[O:35])[CH:4]([N:12]([S:13]([C:16]1[C:21]([CH3:22])=[CH:20][C:19]([O:23][CH3:24])=[C:18]([CH3:25])[C:17]=1[CH3:26])(=[O:15])=[O:14])[CH2:27][C:28]1[CH:33]=[CH:32][C:31]([Sn:40]([CH2:54][CH2:55][CH2:56][CH3:57])([CH2:58][CH2:59][CH2:60][CH3:61])[CH2:36][CH2:37][CH2:38][CH3:39])=[CH:30][CH:29]=1)[CH2:5][C:6]1[CH:11]=[CH:10][CH:9]=[CH:8][CH:7]=1. The catalyst class is: 11.